From a dataset of Catalyst prediction with 721,799 reactions and 888 catalyst types from USPTO. Predict which catalyst facilitates the given reaction. Reactant: ClC(Cl)(OC(=O)[O:6][C:7]([Cl:10])(Cl)Cl)Cl.Cl.Cl.[NH:15]1[CH2:20][CH2:19][CH:18]([O:21][C:22]2[CH:27]=[CH:26][CH:25]=[CH:24][N:23]=2)[CH2:17][CH2:16]1.C(N(CC)C(C)C)(C)C. Product: [N:23]1[CH:24]=[CH:25][CH:26]=[CH:27][C:22]=1[O:21][CH:18]1[CH2:19][CH2:20][N:15]([C:7]([Cl:10])=[O:6])[CH2:16][CH2:17]1. The catalyst class is: 4.